From a dataset of Forward reaction prediction with 1.9M reactions from USPTO patents (1976-2016). Predict the product of the given reaction. (1) Given the reactants CS(C)=O.C(Cl)(=O)C(Cl)=O.[OH:11][CH:12]1[C:16]2[N:17]=[CH:18][N:19]=[C:20]([N:21]3[CH2:26][CH2:25][N:24]([C:27]([O:29][C:30]([CH3:33])([CH3:32])[CH3:31])=[O:28])[CH2:23][CH2:22]3)[C:15]=2[C@H:14]([CH3:34])[CH2:13]1.C(N(CC)CC)C, predict the reaction product. The product is: [CH3:34][C@H:14]1[C:15]2[C:20]([N:21]3[CH2:26][CH2:25][N:24]([C:27]([O:29][C:30]([CH3:33])([CH3:32])[CH3:31])=[O:28])[CH2:23][CH2:22]3)=[N:19][CH:18]=[N:17][C:16]=2[C:12](=[O:11])[CH2:13]1. (2) Given the reactants C(O[C:6](=O)[NH:7][CH2:8][C:9]([N:11]1[CH2:15][CH2:14][CH2:13][CH:12]1[C:16]#[N:17])=[O:10])(C)(C)C.FC(F)(F)C(O)=O.C(N(CC)CC)C.[CH2:33]([C:37]1([OH:46])[CH:44]=[C:43]2[CH:39]([CH2:40]C(=O)[CH2:42]2)[CH2:38]1)[CH2:34][CH2:35][CH3:36].C(O[BH-](OC(=O)C)OC(=O)C)(=O)C.[Na+], predict the reaction product. The product is: [CH2:33]([C:37]1([OH:46])[CH2:38][CH:39]2[CH:43]([CH2:42][CH:6]([NH:7][CH2:8][C:9]([N:11]3[CH2:15][CH2:14][CH2:13][CH:12]3[C:16]#[N:17])=[O:10])[CH2:40]2)[CH2:44]1)[CH2:34][CH2:35][CH3:36]. (3) The product is: [Br:1][C:2]1[CH:3]=[CH:4][C:5]([O:10][CH2:22][CH2:23][C:24]([CH3:27])([CH3:26])[CH3:25])=[C:6]([CH:9]=1)[C:7]#[N:8]. Given the reactants [Br:1][C:2]1[CH:3]=[CH:4][C:5]([OH:10])=[C:6]([CH:9]=1)[C:7]#[N:8].C(=O)([O-])[O-].[K+].[K+].CS(O[CH2:22][CH2:23][C:24]([CH3:27])([CH3:26])[CH3:25])(=O)=O, predict the reaction product. (4) Given the reactants C([O:5][C:6](=[O:43])[C:7]1[CH:12]=[CH:11][CH:10]=[C:9]([CH2:13][CH:14]([NH:28][C:29](=[O:40])[CH2:30][CH2:31][NH:32][S:33]([C:36]([F:39])([F:38])[F:37])(=[O:35])=[O:34])[B:15]2[O:23]C3C(C)(C4CC(C3)C4(C)C)[O:16]2)[C:8]=1OC)(C)(C)C.B(Cl)(Cl)Cl, predict the reaction product. The product is: [OH:16][B:15]1[C@@H:14]([NH:28][C:29](=[O:40])[CH2:30][CH2:31][NH:32][S:33]([C:36]([F:39])([F:37])[F:38])(=[O:34])=[O:35])[CH2:13][C:9]2[CH:10]=[CH:11][CH:12]=[C:7]([C:6]([OH:5])=[O:43])[C:8]=2[O:23]1. (5) Given the reactants [Cl:1][C:2]1[N:7]=[C:6]([C:8]2[C:9]([C:18]3[CH:19]=[C:20]([NH2:24])[CH:21]=[CH:22][CH:23]=3)=[N:10][N:11]3[CH:16]=[C:15]([CH3:17])[CH:14]=[CH:13][C:12]=23)[CH:5]=[CH:4][N:3]=1.[S:25]1[CH:29]=[CH:28][CH:27]=[C:26]1[CH2:30][C:31](Cl)=[O:32], predict the reaction product. The product is: [Cl:1][C:2]1[N:7]=[C:6]([C:8]2[C:9]([C:18]3[CH:19]=[C:20]([NH:24][C:31](=[O:32])[CH2:30][C:26]4[S:25][CH:29]=[CH:28][CH:27]=4)[CH:21]=[CH:22][CH:23]=3)=[N:10][N:11]3[CH:16]=[C:15]([CH3:17])[CH:14]=[CH:13][C:12]=23)[CH:5]=[CH:4][N:3]=1. (6) The product is: [C:16]1([CH:4]([NH:3][C:29]([O:30][CH:31]=[CH2:32])=[O:33])[C:5]([O:7][C@@H:8]2[CH:13]3[CH2:12][CH2:11][N:10]([CH2:15][CH2:14]3)[CH2:9]2)=[O:6])[CH:21]=[CH:20][CH:19]=[CH:18][CH:17]=1. Given the reactants Cl.Cl.[NH2:3][CH:4]([C:16]1[CH:21]=[CH:20][CH:19]=[CH:18][CH:17]=1)[C:5]([O:7][C@@H:8]1[CH:13]2[CH2:14][CH2:15][N:10]([CH2:11][CH2:12]2)[CH2:9]1)=[O:6].C(N(CC)CC)C.[C:29](Cl)(=[O:33])[O:30][CH:31]=[CH2:32], predict the reaction product. (7) Given the reactants Br[C:2]1[CH:3]=[C:4]([C:8]([NH:10][C@@H:11]([CH2:21][C:22]2[CH:27]=[CH:26][CH:25]=[CH:24][C:23]=2[C:28]([F:31])([F:30])[F:29])[CH2:12][NH:13][C:14](=[O:20])[O:15][C:16]([CH3:19])([CH3:18])[CH3:17])=[O:9])[S:5][C:6]=1[Cl:7].C([O-])([O-])=O.[K+].[K+].CC1(C)COB([C:45]2[N:49]([CH3:50])[N:48]=[CH:47][CH:46]=2)OC1, predict the reaction product. The product is: [Cl:7][C:6]1[S:5][C:4]([C:8]([NH:10][C@@H:11]([CH2:21][C:22]2[CH:27]=[CH:26][CH:25]=[CH:24][C:23]=2[C:28]([F:31])([F:30])[F:29])[CH2:12][NH:13][C:14](=[O:20])[O:15][C:16]([CH3:19])([CH3:18])[CH3:17])=[O:9])=[CH:3][C:2]=1[C:45]1[N:49]([CH3:50])[N:48]=[CH:47][CH:46]=1.